This data is from Full USPTO retrosynthesis dataset with 1.9M reactions from patents (1976-2016). The task is: Predict the reactants needed to synthesize the given product. (1) Given the product [NH2:9][C:10]1[C:11]2[CH:26]=[C:25]([C:31]([N:4]3[CH2:5][CH:6]([CH3:8])[O:7][CH:2]([CH3:1])[CH2:3]3)=[O:49])[S:24][C:12]=2[N:13]=[C:14]([C:16]2[CH:17]=[C:18]([CH:21]=[CH:22][CH:23]=2)[C:19]#[N:20])[N:15]=1, predict the reactants needed to synthesize it. The reactants are: [CH3:1][C@H:2]1[O:7][C@@H:6]([CH3:8])[CH2:5][NH:4][CH2:3]1.[NH2:9][C:10]1[C:11]2[CH:26]=[C:25](Br)[S:24][C:12]=2[N:13]=[C:14]([C:16]2[CH:17]=[C:18]([CH:21]=[CH:22][CH:23]=2)[C:19]#[N:20])[N:15]=1.CC1(C)C2C(=C(P(C3C=CC=CC=3)C3C=CC=CC=3)C=CC=2)[O:49][C:31]2C(P(C3C=CC=CC=3)C3C=CC=CC=3)=CC=CC1=2.C([O-])([O-])=O.[Na+].[Na+]. (2) The reactants are: [OH:1][CH:2]1[CH2:7][CH2:6][N:5](C(OC(C)(C)C)=O)[CH2:4][CH2:3]1.ClCCCl.[C:19](Cl)(=[O:26])[C:20]1[CH:25]=[CH:24][CH:23]=[CH:22][CH:21]=1.C(=O)([O-])O.[Na+]. Given the product [C:19]([O:1][CH:2]1[CH2:3][CH2:4][NH:5][CH2:6][CH2:7]1)(=[O:26])[C:20]1[CH:25]=[CH:24][CH:23]=[CH:22][CH:21]=1, predict the reactants needed to synthesize it.